Predict the product of the given reaction. From a dataset of Forward reaction prediction with 1.9M reactions from USPTO patents (1976-2016). (1) Given the reactants C(OC([N:8]1[CH2:12][C@H:11]([S:13][CH2:14][C:15]2[CH:20]=[CH:19][C:18]([O:21][CH3:22])=[CH:17][CH:16]=2)[CH2:10][C@H:9]1[CH2:23][N:24]([CH2:34][C:35]([O:37][C:38]([CH3:41])([CH3:40])[CH3:39])=[O:36])[CH2:25][C:26]1[CH:31]=[C:30]([F:32])[CH:29]=[CH:28][C:27]=1[F:33])=O)(C)(C)C.Cl, predict the reaction product. The product is: [C:38]([O:37][C:35](=[O:36])[CH2:34][N:24]([CH2:25][C:26]1[CH:31]=[C:30]([F:32])[CH:29]=[CH:28][C:27]=1[F:33])[CH2:23][C@@H:9]1[CH2:10][C@@H:11]([S:13][CH2:14][C:15]2[CH:20]=[CH:19][C:18]([O:21][CH3:22])=[CH:17][CH:16]=2)[CH2:12][NH:8]1)([CH3:41])([CH3:39])[CH3:40]. (2) The product is: [CH3:26][O:25][CH2:24][C:22]1[CH:21]=[C:20]([C:27]([F:30])([F:28])[F:29])[N:19]=[C:18]([O:3][CH:4]2[CH2:5][CH2:6][N:7]([C:10]([O:12][C:13]([CH3:16])([CH3:15])[CH3:14])=[O:11])[CH2:8][CH2:9]2)[CH:23]=1. Given the reactants [H-].[Na+].[OH:3][CH:4]1[CH2:9][CH2:8][N:7]([C:10]([O:12][C:13]([CH3:16])([CH3:15])[CH3:14])=[O:11])[CH2:6][CH2:5]1.Cl[C:18]1[CH:23]=[C:22]([CH2:24][O:25][CH3:26])[CH:21]=[C:20]([C:27]([F:30])([F:29])[F:28])[N:19]=1, predict the reaction product. (3) Given the reactants [F:1][C:2]1[CH:7]=[CH:6][C:5]([N:8]2[C:12](=[O:13])[CH2:11][S:10][C:9]2=[S:14])=[CH:4][CH:3]=1.[CH2:15]([O:17][C:18]1[CH:19]=[C:20]([CH:23]=[CH:24][C:25]=1[OH:26])[CH:21]=O)[CH3:16].C([O-])(=O)C.[Na+].O, predict the reaction product. The product is: [F:1][C:2]1[CH:3]=[CH:4][C:5]([N:8]2[C:12](=[O:13])[C:11](=[CH:21][C:20]3[CH:23]=[CH:24][C:25]([OH:26])=[C:18]([O:17][CH2:15][CH3:16])[CH:19]=3)[S:10][C:9]2=[S:14])=[CH:6][CH:7]=1. (4) The product is: [Cl:1][C:2]1[N:10]=[C:9]2[C:5]([N:6]=[CH:7][N:8]2[CH2:24][CH3:25])=[C:4]([NH:11][C:12]2[CH:17]=[CH:16][CH:15]=[CH:14][CH:13]=2)[N:3]=1. Given the reactants [Cl:1][C:2]1[N:10]=[C:9]2[C:5]([NH:6][CH:7]=[N:8]2)=[C:4]([NH:11][C:12]2[CH:17]=[CH:16][CH:15]=[CH:14][CH:13]=2)[N:3]=1.C([O-])([O-])=O.[K+].[K+].[CH2:24](I)[CH3:25], predict the reaction product. (5) Given the reactants [CH2:1]1[O:5][C@@H:4]2[C@H:6]([OH:9])[CH2:7][O:8][C@@H:3]2[C@@H:2]1[OH:10].[C:11]([OH:18])(=O)[CH2:12][CH2:13][CH2:14][CH:15]=[CH2:16].[CH3:19]CN=C=NCCCN(C)C, predict the reaction product. The product is: [C:11]([O:10][C@@H:2]1[CH2:1][O:5][C@@H:4]2[C@H:6]([OH:9])[CH2:7][O:8][C@H:3]12)(=[O:18])[CH2:12][CH2:13][CH2:14][CH2:15][CH:16]=[CH2:19]. (6) Given the reactants [NH:1]1[CH2:5][CH2:4][C@@H:3]([NH:6][C:7]2[C:12]([C:13]3[N:14]=[C:15]4[CH:21]=[CH:20][N:19]([CH2:22][O:23][CH2:24][CH2:25][Si:26]([CH3:29])([CH3:28])[CH3:27])[C:16]4=[N:17][CH:18]=3)=[CH:11][CH:10]=[CH:9][N:8]=2)[CH2:2]1.[CH2:30]([S:32](Cl)(=[O:34])=[O:33])[CH3:31], predict the reaction product. The product is: [CH2:30]([S:32]([N:1]1[CH2:5][CH2:4][C@@H:3]([NH:6][C:7]2[C:12]([C:13]3[N:14]=[C:15]4[CH:21]=[CH:20][N:19]([CH2:22][O:23][CH2:24][CH2:25][Si:26]([CH3:29])([CH3:28])[CH3:27])[C:16]4=[N:17][CH:18]=3)=[CH:11][CH:10]=[CH:9][N:8]=2)[CH2:2]1)(=[O:34])=[O:33])[CH3:31]. (7) Given the reactants C([O:3][C:4](=[O:34])[CH2:5][CH2:6][C:7]1[CH:12]=[CH:11][C:10]([O:13][C:14]2[CH:19]=[C:18]([CH3:20])[CH:17]=[C:16]([O:21][C:22]3[CH:27]=[CH:26][C:25]([C:28]([F:31])([F:30])[F:29])=[CH:24][C:23]=3Br)[CH:15]=2)=[CH:9][C:8]=1[CH3:33])C.[OH:35][C:36]1[CH:41]=[CH:40][CH:39]=[CH:38][N:37]=1, predict the reaction product. The product is: [CH3:33][C:8]1[CH:9]=[C:10]([O:13][C:14]2[CH:15]=[C:16]([O:21][C:22]3[CH:27]=[CH:26][C:25]([C:28]([F:29])([F:30])[F:31])=[CH:24][C:23]=3[N:37]3[CH:38]=[CH:39][CH:40]=[CH:41][C:36]3=[O:35])[CH:17]=[C:18]([CH3:20])[CH:19]=2)[CH:11]=[CH:12][C:7]=1[CH2:6][CH2:5][C:4]([OH:3])=[O:34].